Dataset: Blood-brain barrier permeability classification from the B3DB database. Task: Regression/Classification. Given a drug SMILES string, predict its absorption, distribution, metabolism, or excretion properties. Task type varies by dataset: regression for continuous measurements (e.g., permeability, clearance, half-life) or binary classification for categorical outcomes (e.g., BBB penetration, CYP inhibition). Dataset: b3db_classification. (1) The compound is O=C1CN=C(c2ccccc2Cl)c2cc([N+](=O)[O-])ccc2N1. The result is 1 (penetrates BBB). (2) The drug is CCC(=O)O[C@]1(C(=O)CCl)[C@@H](C)CC2C3C[C@H](F)C4=CC(=O)C=C[C@]4(C)[C@@]3(F)[C@@H](O)C[C@@]21C. The result is 1 (penetrates BBB). (3) The drug is CN1C[C@H](CSc2ccccn2)C=C2c3cccc4[nH]cc(c34)C[C@@H]21. The result is 1 (penetrates BBB). (4) The drug is CC12C=CC(=O)C=C1C(F)CC1C3CC(O)C(O)(C(=O)CO)C3(C)CC(O)C12F. The result is 1 (penetrates BBB). (5) The molecule is CN(C)[C@@H]1C(=O)C(C(=O)NCN2CCCC(C(=O)O)C2)=C(O)[C@@]2(O)C(=O)C3=C(O)c4c(O)cccc4[C@@](C)(O)[C@H]3C[C@@H]12. The result is 0 (does not penetrate BBB). (6) The drug is COc1ccc2c3c1O[C@H]1C[C@@H](O)C=C[C@@]31CCCC2. The result is 1 (penetrates BBB).